Dataset: Reaction yield outcomes from USPTO patents with 853,638 reactions. Task: Predict the reaction yield, written as a fraction of the theoretical maximum amount of product (1.0 means a 100% yield; for example, 0.34 means a 34% yield). (1) The reactants are [Cl:1][C:2]1[N:7]=[C:6]([NH2:8])[CH:5]=[CH:4][N:3]=1.[H-].[Na+].[O:11]1[CH2:16][CH2:15][CH:14]([CH2:17][C:18](Cl)=[O:19])[CH2:13][CH2:12]1. The catalyst is CN(C=O)C. The product is [Cl:1][C:2]1[N:7]=[C:6]([NH:8][C:18](=[O:19])[CH2:17][CH:14]2[CH2:15][CH2:16][O:11][CH2:12][CH2:13]2)[CH:5]=[CH:4][N:3]=1. The yield is 0.400. (2) The reactants are [OH:1][CH2:2][CH2:3][CH2:4][O:5][C:6](=[O:9])[CH:7]=[CH2:8].[CH3:10][O:11][C:12](=[O:16])[C:13]([CH3:15])=[CH2:14].CC(N=NC(C#N)(C)C)(C#N)C. The catalyst is C1COCC1. The product is [OH:1][CH2:2][CH2:3][CH2:4][O:5][C:6](=[O:9])[CH:7]=[CH2:8].[CH3:10][O:11][C:12](=[O:16])[C:13]([CH3:15])=[CH2:14]. The yield is 0.810. (3) The reactants are [NH2:1][C:2]1[NH:3][C:4](=O)[C:5]([C:14]#[N:15])=[C:6]([C:8]2[CH:13]=[CH:12][CH:11]=[CH:10][CH:9]=2)[N:7]=1.P(Cl)(Cl)([Cl:19])=O. No catalyst specified. The product is [NH2:1][C:2]1[N:3]=[C:4]([Cl:19])[C:5]([C:14]#[N:15])=[C:6]([C:8]2[CH:13]=[CH:12][CH:11]=[CH:10][CH:9]=2)[N:7]=1. The yield is 0.440. (4) The product is [ClH:37].[CH2:1]([N:9]1[C:17]2[C:12](=[CH:13][C:14]([O:18][S:34]([C:28]3[C:29]([F:33])=[CH:30][CH:31]=[CH:32][C:27]=3[F:26])(=[O:36])=[O:35])=[CH:15][CH:16]=2)[C:11]([CH:19]2[CH2:24][CH2:23][N:22]([CH3:25])[CH2:21][CH2:20]2)=[CH:10]1)[CH2:2][C:3]1[CH:8]=[CH:7][CH:6]=[CH:5][CH:4]=1. The yield is 0.640. The reactants are [CH2:1]([N:9]1[C:17]2[C:12](=[CH:13][C:14]([OH:18])=[CH:15][CH:16]=2)[C:11]([CH:19]2[CH2:24][CH2:23][N:22]([CH3:25])[CH2:21][CH2:20]2)=[CH:10]1)[CH2:2][C:3]1[CH:8]=[CH:7][CH:6]=[CH:5][CH:4]=1.[F:26][C:27]1[CH:32]=[CH:31][CH:30]=[C:29]([F:33])[C:28]=1[S:34]([Cl:37])(=[O:36])=[O:35].N1C(C)=CC=CC=1C. The catalyst is O1CCCC1.CO. (5) The reactants are [CH2:1]([O:8][C:9]1[CH:14]=[C:13]([N+:15]([O-:17])=[O:16])[CH:12]=[CH:11][C:10]=1Cl)[C:2]1[CH:7]=[CH:6][CH:5]=[CH:4][CH:3]=1.[CH3:19][C:20]1[CH:25]=[C:24]([CH3:26])[N:23]=[C:22]([N:27]2[CH2:32][CH2:31][NH:30][CH2:29][CH2:28]2)[CH:21]=1.C(=O)([O-])[O-].[Cs+].[Cs+].C1(C2C=CC=CC=2)C=CC=CC=1. The catalyst is C1(C)C=CC=CC=1.C([O-])(=O)C.[Pd+2].C([O-])(=O)C. The product is [CH2:1]([O:8][C:9]1[CH:14]=[C:13]([N+:15]([O-:17])=[O:16])[CH:12]=[CH:11][C:10]=1[N:30]1[CH2:31][CH2:32][N:27]([C:22]2[CH:21]=[C:20]([CH3:19])[CH:25]=[C:24]([CH3:26])[N:23]=2)[CH2:28][CH2:29]1)[C:2]1[CH:7]=[CH:6][CH:5]=[CH:4][CH:3]=1. The yield is 0.460. (6) The reactants are [CH3:1][N:2]([CH2:4][C:5]1([C:11]2[CH:16]=[CH:15][C:14]([OH:17])=[CH:13][CH:12]=2)[CH2:10][CH2:9][O:8][CH2:7][CH2:6]1)[CH3:3].Cl[CH2:19][CH2:20][CH2:21][N:22]1[CH2:27][CH2:26][CH:25]([OH:28])[CH2:24][CH2:23]1.CN(C=O)C.C([O-])([O-])=O.[K+].[K+]. The catalyst is CCOC(C)=O. The product is [CH3:3][N:2]([CH2:4][C:5]1([C:11]2[CH:16]=[CH:15][C:14]([O:17][CH2:19][CH2:20][CH2:21][N:22]3[CH2:27][CH2:26][CH:25]([OH:28])[CH2:24][CH2:23]3)=[CH:13][CH:12]=2)[CH2:6][CH2:7][O:8][CH2:9][CH2:10]1)[CH3:1]. The yield is 0.510.